From a dataset of Full USPTO retrosynthesis dataset with 1.9M reactions from patents (1976-2016). Predict the reactants needed to synthesize the given product. (1) The reactants are: B1(B2OC(C)(C)C(C)(C)O2)OC(C)(C)C(C)(C)O1.Br[C:20]1[CH:29]=[CH:28][C:23]([C:24]([O:26][CH3:27])=[O:25])=[CH:22][CH:21]=1.CC([O-])=O.[K+].Br[C:36]1[CH:41]=[CH:40][C:39]([NH:42][C:43]2[S:44][C:45]3[CH:51]=[C:50]([F:52])[CH:49]=[CH:48][C:46]=3[N:47]=2)=[CH:38][CH:37]=1.C([O-])(O)=O.[Na+]. Given the product [F:52][C:50]1[CH:49]=[CH:48][C:46]2[N:47]=[C:43]([NH:42][C:39]3[CH:40]=[CH:41][C:36]([C:20]4[CH:29]=[CH:28][C:23]([C:24]([O:26][CH3:27])=[O:25])=[CH:22][CH:21]=4)=[CH:37][CH:38]=3)[S:44][C:45]=2[CH:51]=1, predict the reactants needed to synthesize it. (2) Given the product [CH3:23][N:22]([CH3:24])[CH2:21][CH2:20][O:19][C:16]1[CH:17]=[CH:18][C:13]([C:5]2[NH:6][C:7](=[O:12])[C:8]3[C:3]([CH:4]=2)=[C:2]([C:35]#[C:34][CH2:33][CH2:32][OH:36])[CH:11]=[CH:10][CH:9]=3)=[CH:14][CH:15]=1, predict the reactants needed to synthesize it. The reactants are: Br[C:2]1[CH:11]=[CH:10][CH:9]=[C:8]2[C:3]=1[CH:4]=[C:5]([C:13]1[CH:18]=[CH:17][C:16]([O:19][CH2:20][CH2:21][N:22]([CH3:24])[CH3:23])=[CH:15][CH:14]=1)[NH:6][C:7]2=[O:12].C(N(CC)CC)C.[CH2:32]([OH:36])[CH2:33][C:34]#[CH:35]. (3) Given the product [O:18]=[C:13]1[CH2:14][CH2:15][C:16](=[O:17])[N:12]1[O:6][C:5](=[O:7])[C:4]1[CH:8]=[CH:9][CH:10]=[C:2]([I:1])[CH:3]=1, predict the reactants needed to synthesize it. The reactants are: [I:1][C:2]1[CH:3]=[C:4]([CH:8]=[CH:9][CH:10]=1)[C:5]([OH:7])=[O:6].O[N:12]1[C:16](=[O:17])[CH2:15][CH2:14][C:13]1=[O:18].C1(N=C=NC2CCCCC2)CCCCC1. (4) The reactants are: [Br:1][C:2]1[CH:3]=[C:4]([CH:7]=[O:8])[S:5][CH:6]=1.[CH2:9](O)[CH2:10][OH:11]. Given the product [Br:1][C:2]1[CH:3]=[C:4]([CH:7]2[O:11][CH2:10][CH2:9][O:8]2)[S:5][CH:6]=1, predict the reactants needed to synthesize it. (5) Given the product [Cl:11][C:12]1[CH:13]=[C:14]([CH:15]=[CH:16][CH:17]=1)[O:18][C:9]1[CH:8]=[CH:7][C:4]([CH:5]=[O:6])=[CH:3][C:2]=1[F:1], predict the reactants needed to synthesize it. The reactants are: [F:1][C:2]1[CH:3]=[C:4]([CH:7]=[CH:8][C:9]=1F)[CH:5]=[O:6].[Cl:11][C:12]1[CH:13]=[C:14]([OH:18])[CH:15]=[CH:16][CH:17]=1.